Dataset: Forward reaction prediction with 1.9M reactions from USPTO patents (1976-2016). Task: Predict the product of the given reaction. (1) Given the reactants [C:1]([C:5]1[O:9][N:8]=[C:7]([NH:10][C:11]([NH:13][C:14]2[CH:19]=[CH:18][CH:17]=[C:16]([C:20]#[CH:21])[CH:15]=2)=[O:12])[CH:6]=1)([CH3:4])([CH3:3])[CH3:2].Br[C:23]1[N:24]=[CH:25][C:26]([NH2:29])=[N:27][CH:28]=1, predict the reaction product. The product is: [NH2:29][C:26]1[N:27]=[CH:28][C:23]([C:21]#[C:20][C:16]2[CH:15]=[C:14]([NH:13][C:11]([NH:10][C:7]3[CH:6]=[C:5]([C:1]([CH3:4])([CH3:3])[CH3:2])[O:9][N:8]=3)=[O:12])[CH:19]=[CH:18][CH:17]=2)=[N:24][CH:25]=1. (2) The product is: [C:1]([C:5]1[N:9]([CH2:10][CH:11]2[CH2:16][CH2:15][C:14]([F:18])([F:17])[CH2:13][CH2:12]2)[C:8]2[CH:19]=[CH:20][C:21]([S:23]([N:37]3[CH2:41][CH2:40][C@@H:39]([OH:42])[CH2:38]3)(=[O:25])=[O:24])=[CH:22][C:7]=2[N:6]=1)([CH3:4])([CH3:3])[CH3:2]. Given the reactants [C:1]([C:5]1[N:9]([CH2:10][CH:11]2[CH2:16][CH2:15][C:14]([F:18])([F:17])[CH2:13][CH2:12]2)[C:8]2[CH:19]=[CH:20][C:21]([S:23](Cl)(=[O:25])=[O:24])=[CH:22][C:7]=2[N:6]=1)([CH3:4])([CH3:3])[CH3:2].C(N(CC)C(C)C)(C)C.Cl.[NH:37]1[CH2:41][CH2:40][C@@H:39]([OH:42])[CH2:38]1, predict the reaction product. (3) The product is: [CH2:16]([CH:18]1[CH2:23][N:22]([C:13]([C:9]2[CH:10]=[N:11][O:12][C:8]=2[C:5]2[CH:4]=[CH:3][C:2]([CH3:1])=[CH:7][CH:6]=2)=[O:15])[CH:21]([CH3:24])[CH2:20][CH2:19]1)[CH3:17]. Given the reactants [CH3:1][C:2]1[CH:7]=[CH:6][C:5]([C:8]2[O:12][N:11]=[CH:10][C:9]=2[C:13]([OH:15])=O)=[CH:4][CH:3]=1.[CH2:16]([CH:18]1[CH2:23][NH:22][CH:21]([CH3:24])[CH2:20][CH2:19]1)[CH3:17], predict the reaction product. (4) Given the reactants [H-].[Na+].Cl[CH2:4][CH2:5][S:6](Cl)(=[O:8])=[O:7].[Si:10]([O:17][C:18]1[CH:23]=[CH:22][C:21]([C:24]2[C:25]([NH2:30])=[N:26][CH:27]=[CH:28][CH:29]=2)=[CH:20][CH:19]=1)([C:13]([CH3:16])([CH3:15])[CH3:14])([CH3:12])[CH3:11], predict the reaction product. The product is: [Si:10]([O:17][C:18]1[CH:23]=[CH:22][C:21]([C:24]2[C:25]3=[N:30][S:6](=[O:8])(=[O:7])[CH2:5][CH2:4][N:26]3[CH:27]=[CH:28][CH:29]=2)=[CH:20][CH:19]=1)([C:13]([CH3:16])([CH3:15])[CH3:14])([CH3:12])[CH3:11]. (5) Given the reactants [C:1]([NH:4][C:5]1[N:10]=[CH:9][C:8]([NH:11][C:12](=[O:19])OCC(Cl)(Cl)Cl)=[CH:7][CH:6]=1)(=[O:3])[CH3:2].[CH2:20]([C:22]1[S:26][C:25]([N:27]2[CH2:32][CH2:31][NH:30][CH2:29][CH2:28]2)=[N:24][C:23]=1[C:33]1[CH:38]=[CH:37][CH:36]=[CH:35][CH:34]=1)[CH3:21].C(N(C(C)C)CC)(C)C.O, predict the reaction product. The product is: [C:1]([NH:4][C:5]1[N:10]=[CH:9][C:8]([NH:11][C:12]([N:30]2[CH2:31][CH2:32][N:27]([C:25]3[S:26][C:22]([CH2:20][CH3:21])=[C:23]([C:33]4[CH:38]=[CH:37][CH:36]=[CH:35][CH:34]=4)[N:24]=3)[CH2:28][CH2:29]2)=[O:19])=[CH:7][CH:6]=1)(=[O:3])[CH3:2].